Predict the product of the given reaction. From a dataset of Forward reaction prediction with 1.9M reactions from USPTO patents (1976-2016). (1) Given the reactants [CH3:1][C:2]1[C:3]([C:14]2[CH:15]=[N:16][C:17]([CH3:20])=[CH:18][CH:19]=2)=[N:4][N:5]([C:8]2[CH:13]=[CH:12][CH:11]=[CH:10][CH:9]=2)[C:6]=1[NH2:7].C1(C2C=CC([CH2:30][O:31]C)=CC=2CN)CC1.[CH:35]1([O:39][C:40]2[CH:45]=[CH:44][C:43]([CH2:46][O:47][CH3:48])=[CH:42][C:41]=2[CH2:49][NH2:50])[CH2:38][CH2:37][CH2:36]1, predict the reaction product. The product is: [CH:35]1([O:39][C:40]2[CH:45]=[CH:44][C:43]([CH2:46][O:47][CH3:48])=[CH:42][C:41]=2[CH2:49][NH:50][C:30]([NH:7][C:6]2[N:5]([C:8]3[CH:9]=[CH:10][CH:11]=[CH:12][CH:13]=3)[N:4]=[C:3]([C:14]3[CH:15]=[N:16][C:17]([CH3:20])=[CH:18][CH:19]=3)[C:2]=2[CH3:1])=[O:31])[CH2:36][CH2:37][CH2:38]1. (2) Given the reactants [CH3:1][C:2]1[CH:10]=[CH:9][C:5]([C:6](O)=[O:7])=[CH:4][C:3]=1[C:11]1[NH:15][C:14]([CH:16]2[CH2:21][CH2:20][O:19][CH2:18][CH2:17]2)=[N:13][C:12]=1[CH3:22].CC1C=C(C)C(C2N=C(C3CCOCC3)NC=2C)=CC=1C(O)=O.Cl.[NH:47]1[CH2:52][CH2:51][CH:50]([C:53]2[CH:60]=[CH:59][C:56]([C:57]#[N:58])=[CH:55][CH:54]=2)[CH2:49][CH2:48]1.Cl.N1CC(C2C=CC(C#N)=CC=2)C1, predict the reaction product. The product is: [CH3:1][C:2]1[CH:10]=[CH:9][C:5]([C:6]([N:47]2[CH2:52][CH2:51][CH:50]([C:53]3[CH:60]=[CH:59][C:56]([C:57]#[N:58])=[CH:55][CH:54]=3)[CH2:49][CH2:48]2)=[O:7])=[CH:4][C:3]=1[C:11]1[NH:15][C:14]([CH:16]2[CH2:17][CH2:18][O:19][CH2:20][CH2:21]2)=[N:13][C:12]=1[CH3:22]. (3) The product is: [F:40][C:9]([F:8])([F:41])[C:10]1[CH:17]=[CH:16][C:13]([CH2:14][NH:15][S:5]([C:2]([CH3:4])([CH3:3])[CH3:1])=[O:6])=[CH:12][C:11]=1[NH:18][C:19]1[N:23]([CH3:24])[C:22]2[CH:25]=[C:26]([N:30]3[CH2:35][CH2:34][CH:33]([C:36]([F:38])([F:39])[F:37])[CH2:32][CH2:31]3)[C:27]([Cl:29])=[CH:28][C:21]=2[N:20]=1. Given the reactants [CH3:1][C:2]([S:5](Cl)=[O:6])([CH3:4])[CH3:3].[F:8][C:9]([F:41])([F:40])[C:10]1[CH:17]=[CH:16][C:13]([CH2:14][NH2:15])=[CH:12][C:11]=1[NH:18][C:19]1[N:23]([CH3:24])[C:22]2[CH:25]=[C:26]([N:30]3[CH2:35][CH2:34][CH:33]([C:36]([F:39])([F:38])[F:37])[CH2:32][CH2:31]3)[C:27]([Cl:29])=[CH:28][C:21]=2[N:20]=1, predict the reaction product. (4) Given the reactants C[Si](C)(C)[C:3]#[C:4][C:5]1[C:13]2[O:12][CH2:11][O:10][C:9]=2[C:8]([C:14]#[C:15][Si](C)(C)C)=[CH:7][CH:6]=1.C([O-])([O-])=O.[K+].[K+], predict the reaction product. The product is: [C:4]([C:5]1[C:13]2[O:12][CH2:11][O:10][C:9]=2[C:8]([C:14]#[CH:15])=[CH:7][CH:6]=1)#[CH:3]. (5) Given the reactants [Cl:1][C:2]1[C:11]2[C:6](=[CH:7][C:8]([O:20][CH3:21])=[CH:9][C:10]=2[O:12][CH:13]2[CH2:18][CH2:17][N:16]([CH3:19])[CH2:15][CH2:14]2)[N:5]=[CH:4][N:3]=1.[C:22]([C:24]1[CH:25]=[C:26]([CH:28]=[CH:29][C:30]=1[O:31][CH2:32][C:33]1[CH:38]=[CH:37][CH:36]=[CH:35][C:34]=1[F:39])[NH2:27])#[CH:23], predict the reaction product. The product is: [ClH:1].[C:22]([C:24]1[CH:25]=[C:26]([CH:28]=[CH:29][C:30]=1[O:31][CH2:32][C:33]1[CH:38]=[CH:37][CH:36]=[CH:35][C:34]=1[F:39])[NH:27][C:2]1[C:11]2[C:6](=[CH:7][C:8]([O:20][CH3:21])=[CH:9][C:10]=2[O:12][CH:13]2[CH2:18][CH2:17][N:16]([CH3:19])[CH2:15][CH2:14]2)[N:5]=[CH:4][N:3]=1)#[CH:23]. (6) The product is: [C:1]([N:8]1[CH2:13][CH2:12][C:11]([CH3:14])=[C:10]([C:15]2[CH:20]=[CH:19][C:18]([NH:21][C:22](=[O:24])[CH3:23])=[CH:17][CH:16]=2)[CH2:9]1)#[N:25]. Given the reactants [CH2:1]([N:8]1[CH2:13][CH2:12][C:11]([CH3:14])=[C:10]([C:15]2[CH:20]=[CH:19][C:18]([NH:21][C:22](=[O:24])[CH3:23])=[CH:17][CH:16]=2)[CH2:9]1)C1C=CC=CC=1.[N:25]#CBr.C(=O)(O)[O-].[Na+], predict the reaction product. (7) Given the reactants [OH-].C([NH+](CC)CC)C.[C:9]([NH:12][CH:13]1[C:17](=[O:18])[CH2:16][N:15]([C:19]([O:21][CH2:22][C:23]2[CH:28]=[CH:27][CH:26]=[CH:25][CH:24]=2)=[O:20])[CH2:14]1)(=O)[CH3:10], predict the reaction product. The product is: [CH2:22]([O:21][C:19]([N:15]1[CH2:16][C:17]2[O:18][C:9]([CH3:10])=[N:12][C:13]=2[CH2:14]1)=[O:20])[C:23]1[CH:28]=[CH:27][CH:26]=[CH:25][CH:24]=1. (8) Given the reactants [NH2:1][C:2]1[S:3][C:4]([C:21](=[O:23])[CH3:22])=[C:5]([C:7]2[CH:8]=[N:9][N:10]([CH2:12][C:13]3[CH:18]=[CH:17][C:16]([O:19][CH3:20])=[CH:15][CH:14]=3)[CH:11]=2)[N:6]=1.Br[C:25]1[N:30]=[C:29]([CH3:31])[CH:28]=[CH:27][N:26]=1.CC1(C)C2C=CC=C(P(C3C=CC=CC=3)C3C=CC=CC=3)C=2OC2C1=CC=CC=2P(C1C=CC=CC=1)C1C=CC=CC=1.C([O-])([O-])=O.[Cs+].[Cs+], predict the reaction product. The product is: [CH3:20][O:19][C:16]1[CH:15]=[CH:14][C:13]([CH2:12][N:10]2[CH:11]=[C:7]([C:5]3[N:6]=[C:2]([NH:1][C:25]4[N:30]=[C:29]([CH3:31])[CH:28]=[CH:27][N:26]=4)[S:3][C:4]=3[C:21](=[O:23])[CH3:22])[CH:8]=[N:9]2)=[CH:18][CH:17]=1. (9) Given the reactants CCN=C=NCCCN(C)C.C1C=CC2N(O)N=NC=2C=1.Cl.[F:23][C:24]1([F:29])[CH2:28][CH2:27][NH:26][CH2:25]1.[C:30]([O:34][C:35]([NH:37][C@@H:38]([CH2:42][C:43]1[CH:48]=[CH:47][C:46]([O:49][CH2:50][CH2:51][CH2:52][CH:53]2[CH2:58][CH2:57][N:56]([C:59]3[O:63][N:62]=[C:61]([CH:64]([CH3:66])[CH3:65])[N:60]=3)[CH2:55][CH2:54]2)=[CH:45][C:44]=1[F:67])[C:39](O)=[O:40])=[O:36])([CH3:33])([CH3:32])[CH3:31].CCN(C(C)C)C(C)C, predict the reaction product. The product is: [C:30]([O:34][C:35](=[O:36])[NH:37][C@@H:38]([CH2:42][C:43]1[CH:48]=[CH:47][C:46]([O:49][CH2:50][CH2:51][CH2:52][CH:53]2[CH2:58][CH2:57][N:56]([C:59]3[O:63][N:62]=[C:61]([CH:64]([CH3:65])[CH3:66])[N:60]=3)[CH2:55][CH2:54]2)=[CH:45][C:44]=1[F:67])[C:39]([N:26]1[CH2:27][CH2:28][C:24]([F:29])([F:23])[CH2:25]1)=[O:40])([CH3:32])([CH3:31])[CH3:33]. (10) The product is: [O:13]=[C:14]([C:2]1[CH:7]=[CH:6][CH:5]=[CH:4][N:3]=1)[CH2:19][CH2:18][CH2:17][CH2:16][NH:15][C:20](=[O:21])[O:22][C:23]([CH3:25])([CH3:24])[CH3:26]. Given the reactants Br[C:2]1[CH:7]=[CH:6][CH:5]=[CH:4][N:3]=1.C([Li])CCC.[O:13]=[C:14]1[CH2:19][CH2:18][CH2:17][CH2:16][N:15]1[C:20]([O:22][C:23]([CH3:26])([CH3:25])[CH3:24])=[O:21].[Cl-].[NH4+], predict the reaction product.